From a dataset of Catalyst prediction with 721,799 reactions and 888 catalyst types from USPTO. Predict which catalyst facilitates the given reaction. Product: [N:1]1([C:10]([O:12][C:13]([CH3:16])([CH3:15])[CH3:14])=[O:11])[C:9]2[C:4](=[CH:5][CH:6]=[CH:7][C:8]=2[C:31]([O:33][CH3:34])=[O:32])[CH2:3][CH2:2]1. The catalyst class is: 280. Reactant: [N:1]1([C:10]([O:12][C:13]([CH3:16])([CH3:15])[CH3:14])=[O:11])[C:9]2[C:4](=[CH:5][CH:6]=[CH:7][CH:8]=2)[CH2:3][CH2:2]1.CN(C)CCN(C)C.C([Li])(CC)C.Cl[C:31]([O:33][CH3:34])=[O:32].